Dataset: Experimentally validated miRNA-target interactions with 360,000+ pairs, plus equal number of negative samples. Task: Binary Classification. Given a miRNA mature sequence and a target amino acid sequence, predict their likelihood of interaction. (1) The miRNA is hsa-miR-3942-5p with sequence AAGCAAUACUGUUACCUGAAAU. The protein sequence of the target gene is MQPAKEVTKASDGSLLGDLGHTPLSKKEGIKWQRPRLSRQALMRCCLVKWILSSTAPQGSDSSDSELELSTVRHQPEGLDQLQAQTKFTKKELQSLYRGFKNECPTGLVDEDTFKLIYAQFFPQGDATTYAHFLFNAFDADGNGAIHFEDFVVGLSILLRGTVHEKLKWAFNLYDINKDGYITKEEMLAIMKSIYDMMGRHTYPILREDAPAEHVERFFEKMDRNQDGVVTIEEFLEACQKDENIMSSMQLFENVI. Result: 1 (interaction). (2) The miRNA is hsa-miR-143-3p with sequence UGAGAUGAAGCACUGUAGCUC. The protein sequence of the target gene is MSSAPTTPPSVDKVDGFSRKSVRKARQKRSQSSSQFRSQGKPIELTPLPLLKDVPSSEQPELFLKKLQQCCVIFDFMDTLSDLKMKEYKRSTLNELVDYITISRGCLTEQTYPEVVRMVSCNIFRTLPPSDSNEFDPEEDEPTLEASWPHLQLVYEFFIRFLESQEFQPSIAKKYIDQKFVLQLLELFDSEDPRERDYLKTVLHRIYGKFLGLRAFIRKQINNIFLRFVYETEHFNGVAELLEILGSIINGFALPLKAEHKQFLVKVLIPLHTVRSLSLFHAQLAYCIVQFLEKDPSLTE.... Result: 1 (interaction). (3) The miRNA is hsa-miR-3119 with sequence UGGCUUUUAACUUUGAUGGC. The protein sequence of the target gene is MMPTPVILLKEGTDSSQGIPQLVSNISACQVIAEAVRTTLGPRGMDKLIVDGRGKATISNDGATILKLLDVVHPAAKTLVDIAKSQDAEVGDGTTSVTLLAAEFLKQVKPYVEEGLHPQIIIRAFRTATQLAVNKIKEIAVTVKKQDKVEQRKMLEKCAMTALSSKLISQQKVFFAKMVVDAVMMLDELLQLKMIGIKKVQGGALEESQLVAGVAFKKTFSYAGFEMQPKKYKNPKIALLNVELELKAEKDNAEIRVHTVEDYQAIVDAEWNILYDKLEKIHQSGAKVILSKLPIGDVAT.... Result: 0 (no interaction). (4) The miRNA is mmu-miR-451a with sequence AAACCGUUACCAUUACUGAGUU. The protein sequence of the target gene is MEAVAAAEVTERKPDNDGVEPRVVHWGELSQTPIPSGPQEKETAERTPDIPNSGSSQAESPAVSAMLHAIAASHLPVCSQQQGEPDLTEPEKVAILGQLYHKKPLVFLERFRTGLREEHLACFGHLRGDHRADFYCAEVARQGTARPRTLRTRLRNRRYAALRELIQGGEYFSDEQMRFRAPLLYEQYIGQYLTQEELNARTAAPQAPRSGSPGTPAYPLSDLLFQSYQERELQQKLLQQQEEEEACFEEEEDSDEEDQRSDKDSEAWVPDSEERLILREEFTSRMHQRFLDGKDGGFDY.... Result: 0 (no interaction). (5) The miRNA is hsa-miR-5684 with sequence AACUCUAGCCUGAGCAACAG. The protein sequence of the target gene is MSASAQQLAEELQIFGLDCEEALIEKLVELCVQYGQNEEGMVGELIAFCTSTHKVGLTSEILNSFEHEFLSKRLSKARHSTCKDSGHAGARDIVSIQELIEVEEEEEILLNSYTTPSKGSQKRAISTPETPLTKRSVSTRSPHQLLSPSSFSPSATPSQKYNSRSNRGEVVTSFGLAQGVSWSGRGGAGNISLKVLGCPEALTGSYKSMFQKLPDIREVLTCKIEELGSELKEHYKIEAFTPLLAPAQEPVTLLGQIGCDSNGKLNNKSVILEGDREHSSGAQIPVDLSELKEYSLFPGQ.... Result: 1 (interaction). (6) The miRNA is mmu-miR-20a-5p with sequence UAAAGUGCUUAUAGUGCAGGUAG. The protein sequence of the target gene is MRRRRAAVAAGFCASFLLGSVLNVLFAPGSEPPRPGQSPGSSAAPGPGRRGGRGELARQIRERYEEVQRYSRGGPGPGAGRPERRRLMDLAPGGPGLQRPRPPRVRSPPDGAPGWPPAPGPGSPGPGPRLGCAALRNVSGAQYVGSGYTKAVYRVRLPGGAAVALKAVDFSGHDLGSCVREFGARRGCYRLAAHKLLKEMVLLERLRHPNVLQLYGYCYQDSEGIPDTLTTITELGAPVEMIQLLQTSWEDRFRICLSLGRLLHHLAHSPLGSVTLLDFRPRQFVLVNGELKVTDLDDAR.... Result: 0 (no interaction). (7) The miRNA is mmu-miR-1199-5p with sequence UCUGAGUCCCGGUCGCGCGG. The protein sequence of the target gene is MDSQGRKVVVCDNGTGFVKCGYAGSNFPEHIFPALVGRPIIRSTTKVGNIEIKDLMVGDEASELRSMLEVNYPMENGIVRNWDDMKHLWDYTFGPEKLNIDTRNCKILLTEPPMNPTKNREKIVEVMFETYQFSGVYVAIQAVLTLYAQGLLTGVVVDSGDGVTHICPVYEGFSLPHLTRRLDIAGRDITRYLIKLLLLRGYAFNHSADFETVRMIKEKLCYVGYNIEQEQKLALETTVLVESYTLPDGRIIKVGGERFEAPEALFQPHLINVEGVGVAELLFNTIQAADIDTRSEFYKH.... Result: 0 (no interaction).